From a dataset of Experimentally validated miRNA-target interactions with 360,000+ pairs, plus equal number of negative samples. Binary Classification. Given a miRNA mature sequence and a target amino acid sequence, predict their likelihood of interaction. (1) The miRNA is mmu-miR-467f with sequence AUAUACACACACACACCUACA. The protein sequence of the target gene is MKGMSHEPKSPSIGMLSTATRTTATVNPLTPSPLNGALVPTGSPATSSTLSAQAAPSSSFAAALRKLAKQAEEPRGSSLSSESSPVSSPATNHSSPASTPKRVPMGPIIVPPGGHSVPSTPPVVTIAPTKTVNGVWRSESRQDSGSRGSSSGRERLLVEPPLAQEKAAGPAIPSHLLSTPYPFGLSPGSVVQDSRFQPLNLQRPVHHVVPPSTVTEDYLRSFRPYHTAEDLRMSSLPPLGLDPATAAAYYHPSYLAPHPFPHPAFRMDDSYCLSALRSPFYPIPTPGSLPPLHPSAMHLH.... Result: 1 (interaction). (2) The miRNA is hsa-miR-5093 with sequence AGGAAAUGAGGCUGGCUAGGAGC. The protein sequence of the target gene is MADSASESDTDGAGGNSSSSAAMQSSCSSTSGGGGGGGGGGGGGKSGGIVISPFRLEELTNRLASLQQENKVLKIELETYKLKCKALQEENRDLRKASVTIQARAEQEEEFISNTLFKKIQALQKEKETLAVNYEKEEEFLTNELSRKLMQLQHEKAELEQHLEQEQEFQVNKLMKKIKKLENDTISKQLTLEQLRREKIDLENTLEQEQEALVNRLWKRMDKLEAEKRILQEKLDQPVSAPPSPRDISMEIDSPENMMRHIRFLKNEVERLKKQLRAAQLQHSEKMAQYLEEERHMREE.... Result: 1 (interaction). (3) Result: 0 (no interaction). The protein sequence of the target gene is MGGKQSTAARSRGPFPGVSTDDSAVPPPGGAPHFGHYRTGGGAMGLRSRSVSSVAGMGMDPSTAGGVPFSLYTPASRGTGDSERAPGGGGSTSDSTYAHGNGYQETGGGHHRDGMLYLGSRASLADALPLHIAPRWFSSHSGFKCPICSKSVASDEMEMHFIMCLSKPRLSYNDDVLTKDAGECVICLEELLQGDTIARLPCLCIYHKSCIDSWFEVNRSCPEHPAD. The miRNA is mmu-miR-5128 with sequence CAAUUGGGGCUGGCGAGAUGGCU. (4) The miRNA is mmu-miR-7017-5p with sequence AGAGGGUUGUGAGACUAGGGCUGU. The protein sequence of the target gene is MAHSKTRTNDGKITYPPGVKEISDKISKEEMVRRLKMVVKTFMDMDQDSEEEKELYLNLALHLASDFFLKHPDKDVRLLVACCLADIFRIYAPEAPYTSPDKLKDIFMFITRQLKGLEDTKSPQFNRYFYLLENIAWVKSYNICFELEDSNEIFTQLYRTLFSVINNGHNQKVHMHMVDLMSSIICEGDTVSQELLDTVLVNLVPAHKNLNKQAYDLAKALLKRTAQAIEPYITNFFNQVLMLGKTSISDLSEHVFDLILELYNIDSHLLLSVLPQLEFKLKSNDNEERLQVVKLLAKMF.... Result: 0 (no interaction). (5) The miRNA is hsa-miR-1248 with sequence ACCUUCUUGUAUAAGCACUGUGCUAAA. The protein sequence of the target gene is MGKKYKNIVLLKGLEVINDYHFRMVKSLLSNDLKLNLKMREEYDKIQIADLMEEKFRGDAGLGKLIKIFEDIPTLEDLAETLKKEKLKVKGPALSRKRKKEVDATSPAPSTSSTVKTEGAEATPGAQKRKKSTKEKAGPKGSKVSEEQTQPPSPAGAGMSTAMGRSPSPKTSLSAPPNSSSTENPKTVAKCQVTPRRNVLQKRPVIVKVLSTTKPFEYETPEMEKKIMFHATVATQTQFFHVKVLNTSLKEKFNGKKIIIISDYLEYDSLLEVNEESTVSEAGPNQTFEVPNKIINRAKE.... Result: 0 (no interaction). (6) The miRNA is mmu-miR-465b-5p with sequence UAUUUAGAAUGGUGCUGAUCUG. Result: 0 (no interaction). The protein sequence of the target gene is MGKRDRADRDKKKSRKRHYEDEEDDEEDAPGNDPQEAVPSAAGKQVDESGTKVDEYGAKDYRLQMPLKDDHTSRPLWVAPDGHIFLEAFSPVYKYAQDFLVAIAEPVCRPTHVHEYKLTAYSLYAAVSVGLQTSDITEYLRKLSKTGVPDGIMQFIKLCTVSYGKVKLVLKHNRYFVESCHPDVIQHLLQDPVIRECRLRNSEGEATELITETFTSKSAISKTAESSGGPSTSRVTDPQGKSDIPMDLFDFYEQMDKDEEEEEETQTVSFEVKQEMIEELQKRCIHLEYPLLAEYDFRND....